From a dataset of Reaction yield outcomes from USPTO patents with 853,638 reactions. Predict the reaction yield, written as a fraction of the theoretical maximum amount of product (1.0 means a 100% yield; for example, 0.34 means a 34% yield). (1) The reactants are [NH2:1][C:2]1[C:14]([CH3:15])=[CH:13][C:12]([C:16]#[N:17])=[CH:11][C:3]=1[C:4]([O:6]CCOC)=O.[CH3:18][NH2:19]. The catalyst is C[O-].[Na+]. The product is [NH2:1][C:2]1[C:14]([CH3:15])=[CH:13][C:12]([C:16]#[N:17])=[CH:11][C:3]=1[C:4]([NH:19][CH3:18])=[O:6]. The yield is 0.950. (2) The reactants are [Br:1][C:2]1[CH:3]=[CH:4][C:5]([OH:30])=[C:6]([CH:29]=1)[C:7]([NH:9][C:10]1[S:11][C:12]([C:26](O)=[O:27])=[C:13]([C:15]2[C:20]([F:21])=[C:19]([F:22])[C:18]([F:23])=[C:17]([F:24])[C:16]=2[F:25])[N:14]=1)=[O:8].[CH:31]([NH2:34])([CH3:33])[CH3:32]. No catalyst specified. The product is [Br:1][C:2]1[CH:3]=[CH:4][C:5]([OH:30])=[C:6]([CH:29]=1)[C:7]([NH:9][C:10]1[S:11][C:12]([C:26]([NH:34][CH:31]([CH3:33])[CH3:32])=[O:27])=[C:13]([C:15]2[C:20]([F:21])=[C:19]([F:22])[C:18]([F:23])=[C:17]([F:24])[C:16]=2[F:25])[N:14]=1)=[O:8]. The yield is 0.239.